Dataset: Full USPTO retrosynthesis dataset with 1.9M reactions from patents (1976-2016). Task: Predict the reactants needed to synthesize the given product. (1) Given the product [OH:8][C:9]1[CH:33]=[CH:32][C:31]([CH:34]2[CH2:35][CH2:36][N:37]([CH2:40][CH2:41][OH:42])[CH2:38][CH2:39]2)=[CH:30][C:10]=1[C:11]([NH:13][C:14]1[CH:23]=[C:22]([C:24]2[CH:25]=[CH:26][CH:27]=[CH:28][CH:29]=2)[CH:21]=[CH:20][C:15]=1[C:16]([O:18][CH3:19])=[O:17])=[O:12], predict the reactants needed to synthesize it. The reactants are: C([O:8][C:9]1[CH:33]=[CH:32][C:31]([CH:34]2[CH2:39][CH2:38][N:37]([CH2:40][CH2:41][OH:42])[CH2:36][CH2:35]2)=[CH:30][C:10]=1[C:11]([NH:13][C:14]1[CH:23]=[C:22]([C:24]2[CH:29]=[CH:28][CH:27]=[CH:26][CH:25]=2)[CH:21]=[CH:20][C:15]=1[C:16]([O:18][CH3:19])=[O:17])=[O:12])C1C=CC=CC=1. (2) Given the product [Cl:1][C:2]1[C:3]([CH2:13][N:14]([CH:40]2[CH2:41][CH2:42]2)[C:15]([C@@H:17]2[C@:22]([C:25]3[CH:30]=[CH:29][C:28]([F:31])=[C:27]([F:32])[CH:26]=3)([O:23][CH3:24])[CH2:21][CH2:20][N:19]([C:33]([O:35][C:36]([CH3:37])([CH3:38])[CH3:39])=[O:34])[CH2:18]2)=[O:16])=[CH:4][C:5]([CH2:8][CH2:9][CH2:10][O:11][CH3:12])=[N+:6]([O-:51])[CH:7]=1, predict the reactants needed to synthesize it. The reactants are: [Cl:1][C:2]1[C:3]([CH2:13][N:14]([CH:40]2[CH2:42][CH2:41]2)[C:15]([C@@H:17]2[C@:22]([C:25]3[CH:30]=[CH:29][C:28]([F:31])=[C:27]([F:32])[CH:26]=3)([O:23][CH3:24])[CH2:21][CH2:20][N:19]([C:33]([O:35][C:36]([CH3:39])([CH3:38])[CH3:37])=[O:34])[CH2:18]2)=[O:16])=[CH:4][C:5]([CH2:8][CH2:9][CH2:10][O:11][CH3:12])=[N:6][CH:7]=1.C1C=C(Cl)C=C(C(OO)=[O:51])C=1. (3) Given the product [CH3:27][O:25][C:24]([C@@H:16]1[C@@H:17]2[C@@H:18]([O:19][C:20]([CH3:22])([CH3:23])[O:21]2)[C@H:14]([N:9]2[CH:8]=[N:7][C:6]3[C:10]2=[N:11][CH:12]=[N:13][C:5]=3[NH:4][CH:1]([CH3:3])[CH3:2])[O:15]1)=[O:26], predict the reactants needed to synthesize it. The reactants are: [CH:1]([NH:4][C:5]1[N:13]=[CH:12][N:11]=[C:10]2[C:6]=1[N:7]=[CH:8][N:9]2[C@H:14]1[C@@H:18]2[O:19][C:20]([CH3:23])([CH3:22])[O:21][C@@H:17]2[C@@H:16]([C:24]([OH:26])=[O:25])[O:15]1)([CH3:3])[CH3:2].[CH2:27](OC1C=CC2C(=CC=CC=2)N1C(OCC)=O)C. (4) The reactants are: C([O:3][C:4](=[O:36])[C:5]([O:8][C:9]1[CH:14]=[CH:13][CH:12]=[C:11]([O:15][CH2:16][CH2:17][C:18]2[N:19]=[C:20]([C:24]3[CH:29]=[CH:28][C:27]([C:30]4[CH:35]=[CH:34][CH:33]=[CH:32][CH:31]=4)=[CH:26][CH:25]=3)[O:21][C:22]=2[CH3:23])[CH:10]=1)([CH3:7])[CH3:6])C.[OH-].[Na+]. Given the product [C:27]1([C:30]2[CH:35]=[CH:34][CH:33]=[CH:32][CH:31]=2)[CH:26]=[CH:25][C:24]([C:20]2[O:21][C:22]([CH3:23])=[C:18]([CH2:17][CH2:16][O:15][C:11]3[CH:10]=[C:9]([CH:14]=[CH:13][CH:12]=3)[O:8][C:5]([CH3:7])([CH3:6])[C:4]([OH:36])=[O:3])[N:19]=2)=[CH:29][CH:28]=1, predict the reactants needed to synthesize it. (5) Given the product [CH:1]([O:4][C:5]([N:7]1[CH:12]([CH2:13][CH3:14])[CH2:11][CH:10]([N:15]([CH2:21][C:22]2[CH:27]=[C:26]([C:28]([F:31])([F:30])[F:29])[CH:25]=[C:24]([C:32]([F:33])([F:35])[F:34])[CH:23]=2)[C:16]2[O:40][C:38]([CH3:39])=[N:19][N:20]=2)[CH2:9][CH:8]1[CH2:36][CH3:37])=[O:6])([CH3:3])[CH3:2], predict the reactants needed to synthesize it. The reactants are: [CH:1]([O:4][C:5]([N:7]1[CH:12]([CH2:13][CH3:14])[CH2:11][CH:10]([N:15]([CH2:21][C:22]2[CH:27]=[C:26]([C:28]([F:31])([F:30])[F:29])[CH:25]=[C:24]([C:32]([F:35])([F:34])[F:33])[CH:23]=2)[C:16]2N=N[NH:19][N:20]=2)[CH2:9][CH:8]1[CH2:36][CH3:37])=[O:6])([CH3:3])[CH3:2].[C:38](OC(=O)C)(=[O:40])[CH3:39]. (6) The reactants are: C[O:2][C:3](=[O:25])[C:4]1[CH:9]=[CH:8][N:7]=[C:6]([NH:10][C:11](=[O:24])[CH2:12][O:13][C:14]2[CH:19]=[CH:18][C:17]([C:20]([CH3:23])([CH3:22])[CH3:21])=[CH:16][CH:15]=2)[CH:5]=1.[I-].[Li+]. Given the product [C:20]([C:17]1[CH:18]=[CH:19][C:14]([O:13][CH2:12][C:11]([NH:10][C:6]2[CH:5]=[C:4]([CH:9]=[CH:8][N:7]=2)[C:3]([OH:25])=[O:2])=[O:24])=[CH:15][CH:16]=1)([CH3:23])([CH3:21])[CH3:22], predict the reactants needed to synthesize it.